This data is from Catalyst prediction with 721,799 reactions and 888 catalyst types from USPTO. The task is: Predict which catalyst facilitates the given reaction. (1) Reactant: [C:1]([C:5]1[CH:24]=[CH:23][CH:22]=[CH:21][C:6]=1[O:7][CH:8]1[CH2:12][CH2:11][N:10]([C:13](=[O:20])[CH2:14][C:15]([O:17]CC)=[O:16])[CH2:9]1)([CH3:4])([CH3:3])[CH3:2].[OH-].[Li+].Cl. Product: [C:1]([C:5]1[CH:24]=[CH:23][CH:22]=[CH:21][C:6]=1[O:7][CH:8]1[CH2:12][CH2:11][N:10]([C:13](=[O:20])[CH2:14][C:15]([OH:17])=[O:16])[CH2:9]1)([CH3:4])([CH3:2])[CH3:3]. The catalyst class is: 8. (2) Reactant: [CH3:1][N:2]([CH3:22])[C:3]1[CH:4]=[CH:5][C:6]([NH:9][C:10](=[O:21])[CH2:11][C:12]2[CH:17]=[CH:16][C:15]([OH:18])=[CH:14][C:13]=2[O:19][CH3:20])=[N:7][CH:8]=1.Cl[C:24]1[C:33]2[C:28](=[CH:29][C:30]([O:36][CH3:37])=[C:31]([O:34][CH3:35])[CH:32]=2)[N:27]=[CH:26][N:25]=1.C(=O)([O-])[O-].[K+].[K+]. Product: [CH3:22][N:2]([CH3:1])[C:3]1[CH:4]=[CH:5][C:6]([NH:9][C:10](=[O:21])[CH2:11][C:12]2[CH:17]=[CH:16][C:15]([O:18][C:24]3[C:33]4[C:28](=[CH:29][C:30]([O:36][CH3:37])=[C:31]([O:34][CH3:35])[CH:32]=4)[N:27]=[CH:26][N:25]=3)=[CH:14][C:13]=2[O:19][CH3:20])=[N:7][CH:8]=1. The catalyst class is: 44. (3) The catalyst class is: 63. Reactant: C([N:8]1[C@@H:13]2[C@H:14]([C:16]([N:18]3[CH2:23][CH2:22][CH2:21][CH2:20][CH2:19]3)=[O:17])[CH2:15][C@@:9]1([C:40]1[CH:45]=[CH:44][CH:43]=[CH:42][CH:41]=1)[C@H:10]([O:24][CH2:25][C:26]1[CH:31]=[C:30]([C:32]([F:35])([F:34])[F:33])[CH:29]=[C:28]([C:36]([F:39])([F:38])[F:37])[CH:27]=1)[CH2:11][CH2:12]2)C1C=CC=CC=1. Product: [F:39][C:36]([F:37])([F:38])[C:28]1[CH:27]=[C:26]([CH2:25][O:24][C@@H:10]2[CH2:11][CH2:12][C@@H:13]3[NH:8][C@@:9]2([C:40]2[CH:45]=[CH:44][CH:43]=[CH:42][CH:41]=2)[CH2:15][C@H:14]3[C:16]([N:18]2[CH2:23][CH2:22][CH2:21][CH2:20][CH2:19]2)=[O:17])[CH:31]=[C:30]([C:32]([F:33])([F:35])[F:34])[CH:29]=1. (4) Reactant: CCCC[N+](CCCC)(CCCC)CCCC.[F-].[CH2:19]([C@@:22]1([CH2:65][O:66][CH2:67][CH2:68][Si:69]([CH3:72])([CH3:71])[CH3:70])[CH2:27][C@H:26]([C:28]2[CH:33]=[CH:32][CH:31]=[C:30]([Cl:34])[CH:29]=2)[C@@H:25]([C:35]2[CH:40]=[CH:39][C:38]([Cl:41])=[CH:37][CH:36]=2)[N:24]([C@@H:42]([CH2:62][CH3:63])[CH2:43][O:44][Si](C(C)(C)C)(C2C=CC=CC=2)C2C=CC=CC=2)[C:23]1=[O:64])[CH:20]=[CH2:21]. Product: [CH2:19]([C@@:22]1([CH2:65][O:66][CH2:67][CH2:68][Si:69]([CH3:72])([CH3:71])[CH3:70])[CH2:27][C@H:26]([C:28]2[CH:33]=[CH:32][CH:31]=[C:30]([Cl:34])[CH:29]=2)[C@@H:25]([C:35]2[CH:36]=[CH:37][C:38]([Cl:41])=[CH:39][CH:40]=2)[N:24]([C@@H:42]([CH2:62][CH3:63])[CH2:43][OH:44])[C:23]1=[O:64])[CH:20]=[CH2:21]. The catalyst class is: 49. (5) Reactant: [O:1]1[C:5]2[CH:6]=[CH:7][C:8]([C:10]3[CH2:11][C@H:12]4[C:18](=O)[N:17](COCC[Si](C)(C)C)[C:16]5[CH:28]=[C:29]([O:34][CH2:35][CH2:36][CH2:37][O:38][C:39]6[C:40]([O:96][CH3:97])=[CH:41][C:42]7[C:48](=[O:49])[N:47]8[CH:50]=[C:51]([C:53]#[C:54][CH2:55][NH:56][C:57](=[O:85])[C@@H:58]([NH:60][C:61](=[O:84])[C@@H:62]([NH:66][C:67](=[O:83])[O:68][CH2:69][CH:70]9[C:82]%10[CH:81]=[CH:80][CH:79]=[CH:78][C:77]=%10[C:76]%10[C:71]9=[CH:72][CH:73]=[CH:74][CH:75]=%10)[CH:63]([CH3:65])[CH3:64])[CH3:59])[CH2:52][C@H:46]8[C:45](=O)[N:44](COCC[Si](C)(C)C)[C:43]=7[CH:95]=6)[C:30]([O:32][CH3:33])=[CH:31][C:15]=5[C:14](=[O:98])[N:13]4[CH:99]=3)=[CH:9][C:4]=2[O:3][CH2:2]1.[Li+].[B-](CC)(CC)CC. Product: [O:1]1[C:5]2[CH:6]=[CH:7][C:8]([C:10]3[CH2:11][C@H:12]4[CH:18]=[N:17][C:16]5[CH:28]=[C:29]([O:34][CH2:35][CH2:36][CH2:37][O:38][C:39]6[C:40]([O:96][CH3:97])=[CH:41][C:42]7[C:48](=[O:49])[N:47]8[CH:50]=[C:51]([C:53]#[C:54][CH2:55][NH:56][C:57](=[O:85])[C@@H:58]([NH:60][C:61](=[O:84])[C@H:62]([NH:66][C:67](=[O:83])[O:68][CH2:69][CH:70]9[C:71]%10[CH:72]=[CH:73][CH:74]=[CH:75][C:76]=%10[C:77]%10[C:82]9=[CH:81][CH:80]=[CH:79][CH:78]=%10)[CH:63]([CH3:64])[CH3:65])[CH3:59])[CH2:52][C@H:46]8[CH:45]=[N:44][C:43]=7[CH:95]=6)[C:30]([O:32][CH3:33])=[CH:31][C:15]=5[C:14](=[O:98])[N:13]4[CH:99]=3)=[CH:9][C:4]=2[O:3][CH2:2]1. The catalyst class is: 1. (6) Reactant: [C:1]([N:8]1[CH2:13][CH2:12][NH:11][CH2:10][CH2:9]1)([O:3][C:4]([CH3:7])([CH3:6])[CH3:5])=[O:2].[Cl:14][CH2:15][CH2:16][CH2:17][S:18](Cl)(=[O:20])=[O:19]. Product: [C:4]([O:3][C:1]([N:8]1[CH2:9][CH2:10][N:11]([S:18]([CH2:17][CH2:16][CH2:15][Cl:14])(=[O:20])=[O:19])[CH2:12][CH2:13]1)=[O:2])([CH3:7])([CH3:6])[CH3:5]. The catalyst class is: 236. (7) Reactant: [Cl:1][C:2]1[CH:7]=[C:6]([I:8])[C:5]([O:9]COC)=[CH:4][N:3]=1.Cl. Product: [Cl:1][C:2]1[N:3]=[CH:4][C:5]([OH:9])=[C:6]([I:8])[CH:7]=1. The catalyst class is: 7.